Predict the reaction yield, written as a fraction of the theoretical maximum amount of product (1.0 means a 100% yield; for example, 0.34 means a 34% yield). From a dataset of Reaction yield outcomes from USPTO patents with 853,638 reactions. (1) The reactants are [C:1]([O:5][C:6]([N:8]1[CH2:13][CH2:12][N:11]([CH2:14][CH2:15][C:16]([OH:18])=O)[C:10](=[O:19])[CH2:9]1)=[O:7])([CH3:4])([CH3:3])[CH3:2].[F:20][C:21]([F:35])([F:34])[C:22]1[CH:27]=[C:26]([C:28]([F:31])([F:30])[F:29])[CH:25]=[C:24]([NH2:32])[C:23]=1[NH2:33].CN(C(ON1N=NC2C=CC=NC1=2)=[N+](C)C)C.F[P-](F)(F)(F)(F)F. The catalyst is C(Cl)Cl. The product is [NH2:33][C:23]1[C:22]([C:21]([F:20])([F:34])[F:35])=[CH:27][C:26]([C:28]([F:29])([F:30])[F:31])=[CH:25][C:24]=1[NH:32][C:16](=[O:18])[CH2:15][CH2:14][N:11]1[CH2:12][CH2:13][N:8]([C:6]([O:5][C:1]([CH3:2])([CH3:3])[CH3:4])=[O:7])[CH2:9][C:10]1=[O:19]. The yield is 0.950. (2) The reactants are [CH3:1][O:2][C:3]1[CH:8]=[CH:7][CH:6]=[CH:5][C:4]=1[CH2:9][CH2:10][C:11](O)=[O:12].CO. The catalyst is C1COCC1. The product is [CH3:1][O:2][C:3]1[CH:8]=[CH:7][CH:6]=[CH:5][C:4]=1[CH2:9][CH2:10][CH2:11][OH:12]. The yield is 1.03. (3) No catalyst specified. The reactants are [NH2:1][C:2]1[C:11]2[C:6](=[CH:7][CH:8]=[CH:9][CH:10]=2)[CH:5]=[CH:4][C:3]=1[C:12]([OH:21])([C:17]([F:20])([F:19])[F:18])[C:13]([F:16])([F:15])[F:14].[Cl:22][C:23]1[CH:31]=[CH:30][CH:29]=[CH:28][C:24]=1[C:25](Cl)=[O:26]. The product is [Cl:22][C:23]1[CH:31]=[CH:30][CH:29]=[CH:28][C:24]=1[C:25]([NH:1][C:2]1[C:11]2[C:6](=[CH:7][CH:8]=[CH:9][CH:10]=2)[CH:5]=[CH:4][C:3]=1[C:12]([OH:21])([C:13]([F:14])([F:15])[F:16])[C:17]([F:18])([F:19])[F:20])=[O:26]. The yield is 0.160. (4) The catalyst is C(O)(=O)C.CO.[C].[Pd]. The reactants are [C:1]1([C:7]2[CH:8]=[CH:9][C:10]3[N:11]([C:13]([C:17]4[S:18][C:19]([C:28]([O:30][CH2:31][CH3:32])=[O:29])=[C:20]([C:22]5[CH:27]=[CH:26][CH:25]=[CH:24][CH:23]=5)[N:21]=4)=[C:14]([CH3:16])[N:15]=3)[CH:12]=2)[CH2:6][CH2:5][CH2:4][CH2:3][CH:2]=1. The product is [CH:1]1([C:7]2[CH:8]=[CH:9][C:10]3[N:11]([C:13]([C:17]4[S:18][C:19]([C:28]([O:30][CH2:31][CH3:32])=[O:29])=[C:20]([C:22]5[CH:23]=[CH:24][CH:25]=[CH:26][CH:27]=5)[N:21]=4)=[C:14]([CH3:16])[N:15]=3)[CH:12]=2)[CH2:2][CH2:3][CH2:4][CH2:5][CH2:6]1. The yield is 0.690. (5) The reactants are [C:1]([OH:20])(=[O:19])[CH2:2][CH2:3][CH2:4][CH2:5][CH2:6][CH2:7][CH2:8]/[CH:9]=[CH:10]\[CH2:11]/[CH:12]=[CH:13]\[CH2:14][CH2:15][CH2:16][CH2:17][CH3:18].[OH:21][C@H:22]1[C@:28]2([CH2:40][OH:41])[CH2:29][CH2:30][CH:31]3[C@@:36]([CH3:37])([C@H:27]2[CH2:26][CH:25]=[C:24]([CH2:42]O)[CH2:23]1)[CH2:35][CH2:34][CH2:33][C:32]3([CH3:39])[CH3:38].C1CCC(N=C=NC2CCCCC2)CC1. The catalyst is CN(C1C=CN=CC=1)C.C(Cl)Cl. The product is [C:1]([O:20][CH2:42][C:24]1[CH2:23][CH:22]([OH:21])[C:28]2([CH2:40][OH:41])[CH2:29][CH2:30][CH:31]3[C:36]([CH3:37])([CH2:35][CH2:34][CH2:33][C:32]3([CH3:38])[CH3:39])[CH:27]2[CH2:26][CH:25]=1)(=[O:19])[CH2:2][CH2:3][CH2:4][CH2:5][CH2:6][CH2:7][CH2:8][CH:9]=[CH:10][CH2:11]/[CH:12]=[CH:13]\[CH2:14][CH2:15][CH2:16][CH2:17][CH3:18]. The yield is 0.400. (6) The reactants are [CH:1]([S:4][C:5]1[C:10]([CH2:11]O)=[CH:9][CH:8]=[CH:7][N:6]=1)([CH3:3])[CH3:2].O=S(Cl)[Cl:15]. The catalyst is CC#N. The product is [Cl:15][CH2:11][C:10]1[C:5]([S:4][CH:1]([CH3:3])[CH3:2])=[N:6][CH:7]=[CH:8][CH:9]=1. The yield is 0.920.